From a dataset of Full USPTO retrosynthesis dataset with 1.9M reactions from patents (1976-2016). Predict the reactants needed to synthesize the given product. Given the product [NH2:1][C:2]1[CH:3]=[CH:4][C:5]([CH:11]2[CH2:16][CH2:15][N:14]([C:17]3[N:22]=[C:21]([Cl:23])[N:20]=[C:19]([C:24]([NH:27][C@H:28]([CH3:31])[CH2:29][OH:30])=[O:25])[CH:18]=3)[CH2:13][CH2:12]2)=[N:6][C:7]=1[C:8](=[O:10])[NH2:9], predict the reactants needed to synthesize it. The reactants are: [NH2:1][C:2]1[CH:3]=[CH:4][C:5]([CH:11]2[CH2:16][CH2:15][N:14]([C:17]3[N:22]=[C:21]([Cl:23])[N:20]=[C:19]([C:24](O)=[O:25])[CH:18]=3)[CH2:13][CH2:12]2)=[N:6][C:7]=1[C:8](=[O:10])[NH2:9].[NH2:27][C@H:28]([CH3:31])[CH2:29][OH:30].C(P1(=O)OP(CCC)(=O)OP(CCC)(=O)O1)CC.